Dataset: NCI-60 drug combinations with 297,098 pairs across 59 cell lines. Task: Regression. Given two drug SMILES strings and cell line genomic features, predict the synergy score measuring deviation from expected non-interaction effect. (1) Drug 1: CC12CCC(CC1=CCC3C2CCC4(C3CC=C4C5=CN=CC=C5)C)O. Drug 2: C1C(C(OC1N2C=NC3=C2NC=NCC3O)CO)O. Cell line: A549. Synergy scores: CSS=6.28, Synergy_ZIP=-2.29, Synergy_Bliss=0.376, Synergy_Loewe=0.454, Synergy_HSA=0.432. (2) Drug 1: CC12CCC3C(C1CCC2=O)CC(=C)C4=CC(=O)C=CC34C. Drug 2: C(CC(=O)O)C(=O)CN.Cl. Cell line: CCRF-CEM. Synergy scores: CSS=76.5, Synergy_ZIP=-6.55, Synergy_Bliss=0.174, Synergy_Loewe=-7.89, Synergy_HSA=0.628. (3) Drug 1: CCC1(C2=C(COC1=O)C(=O)N3CC4=CC5=C(C=CC(=C5CN(C)C)O)N=C4C3=C2)O.Cl. Drug 2: CC1C(C(CC(O1)OC2CC(CC3=C2C(=C4C(=C3O)C(=O)C5=CC=CC=C5C4=O)O)(C(=O)C)O)N)O. Cell line: LOX IMVI. Synergy scores: CSS=48.9, Synergy_ZIP=-7.00, Synergy_Bliss=-9.25, Synergy_Loewe=-5.79, Synergy_HSA=-4.03. (4) Drug 1: CNC(=O)C1=CC=CC=C1SC2=CC3=C(C=C2)C(=NN3)C=CC4=CC=CC=N4. Drug 2: C1=CC(=CC=C1CCCC(=O)O)N(CCCl)CCCl. Cell line: NCI/ADR-RES. Synergy scores: CSS=18.7, Synergy_ZIP=5.07, Synergy_Bliss=6.63, Synergy_Loewe=5.45, Synergy_HSA=5.77. (5) Drug 1: CC1C(C(CC(O1)OC2CC(CC3=C2C(=C4C(=C3O)C(=O)C5=C(C4=O)C(=CC=C5)OC)O)(C(=O)C)O)N)O.Cl. Drug 2: CC1=C(C(=CC=C1)Cl)NC(=O)C2=CN=C(S2)NC3=CC(=NC(=N3)C)N4CCN(CC4)CCO. Cell line: SK-MEL-28. Synergy scores: CSS=8.91, Synergy_ZIP=2.89, Synergy_Bliss=9.63, Synergy_Loewe=3.73, Synergy_HSA=6.81. (6) Drug 1: CC1=C(C=C(C=C1)NC2=NC=CC(=N2)N(C)C3=CC4=NN(C(=C4C=C3)C)C)S(=O)(=O)N.Cl. Drug 2: CC1=C(C(=O)C2=C(C1=O)N3CC4C(C3(C2COC(=O)N)OC)N4)N. Cell line: OVCAR-4. Synergy scores: CSS=-1.86, Synergy_ZIP=-2.35, Synergy_Bliss=-6.38, Synergy_Loewe=-7.51, Synergy_HSA=-5.94. (7) Drug 1: CNC(=O)C1=CC=CC=C1SC2=CC3=C(C=C2)C(=NN3)C=CC4=CC=CC=N4. Drug 2: C1CC(C1)(C(=O)O)C(=O)O.[NH2-].[NH2-].[Pt+2]. Cell line: SNB-75. Synergy scores: CSS=7.43, Synergy_ZIP=-1.66, Synergy_Bliss=3.28, Synergy_Loewe=4.06, Synergy_HSA=4.23. (8) Drug 1: CC1=C2C(C(=O)C3(C(CC4C(C3C(C(C2(C)C)(CC1OC(=O)C(C(C5=CC=CC=C5)NC(=O)OC(C)(C)C)O)O)OC(=O)C6=CC=CC=C6)(CO4)OC(=O)C)OC)C)OC. Drug 2: CC1C(C(CC(O1)OC2CC(CC3=C2C(=C4C(=C3O)C(=O)C5=C(C4=O)C(=CC=C5)OC)O)(C(=O)CO)O)N)O.Cl. Cell line: SN12C. Synergy scores: CSS=42.3, Synergy_ZIP=-7.94, Synergy_Bliss=-10.7, Synergy_Loewe=-4.67, Synergy_HSA=-3.77. (9) Drug 2: COC1=CC(=CC(=C1O)OC)C2C3C(COC3=O)C(C4=CC5=C(C=C24)OCO5)OC6C(C(C7C(O6)COC(O7)C8=CC=CS8)O)O. Synergy scores: CSS=46.5, Synergy_ZIP=-3.33, Synergy_Bliss=-6.27, Synergy_Loewe=-31.2, Synergy_HSA=-6.43. Cell line: HCT116. Drug 1: CN1CCC(CC1)COC2=C(C=C3C(=C2)N=CN=C3NC4=C(C=C(C=C4)Br)F)OC. (10) Drug 1: C1C(C(OC1N2C=C(C(=O)NC2=O)F)CO)O. Drug 2: C1CN(CCN1C(=O)CCBr)C(=O)CCBr. Cell line: HOP-62. Synergy scores: CSS=41.0, Synergy_ZIP=-6.26, Synergy_Bliss=-0.259, Synergy_Loewe=-7.79, Synergy_HSA=2.48.